From a dataset of Reaction yield outcomes from USPTO patents with 853,638 reactions. Predict the reaction yield, written as a fraction of the theoretical maximum amount of product (1.0 means a 100% yield; for example, 0.34 means a 34% yield). (1) The reactants are [CH3:1][O:2][C:3]1[CH:4]=[C:5]([NH:13][CH2:14][CH2:15][C:16]([O-])=O)[CH:6]=[C:7]([C:9]([F:12])([F:11])[F:10])[CH:8]=1.[OH-:19].[Na+]. The catalyst is O1CCOCC1. The product is [CH3:1][O:2][C:3]1[CH:4]=[C:5]([NH:13][C:14]2[CH:15]=[C:16]([CH:8]([CH3:7])[C:3]([OH:2])=[O:19])[CH:4]=[CH:5][CH:6]=2)[CH:6]=[C:7]([C:9]([F:10])([F:11])[F:12])[CH:8]=1. The yield is 0.950. (2) The reactants are Br[C:2]1[CH:7]=[CH:6][CH:5]=[CH:4][CH:3]=1.[Mg].[C:9](=[S:11])=S.[CH3:12][NH:13][NH2:14]. The catalyst is O.C1COCC1. The product is [CH3:12][N:13]([C:9](=[S:11])[C:2]1[CH:7]=[CH:6][CH:5]=[CH:4][CH:3]=1)[NH2:14]. The yield is 0.480. (3) The reactants are [C:1]([O:5][C:6](=[O:26])[NH:7][C@H:8]([C:10](=O)[NH:11][C:12]1[C:17]([NH:18][C:19]2[CH:24]=[CH:23][CH:22]=[CH:21][CH:20]=2)=[CH:16][CH:15]=[CH:14][N:13]=1)[CH3:9])([CH3:4])([CH3:3])[CH3:2]. The catalyst is CC(O)=O. The product is [C:1]([O:5][C:6](=[O:26])[NH:7][C@H:8]([C:10]1[N:18]([C:19]2[CH:24]=[CH:23][CH:22]=[CH:21][CH:20]=2)[C:17]2[C:12]([N:11]=1)=[N:13][CH:14]=[CH:15][CH:16]=2)[CH3:9])([CH3:4])([CH3:3])[CH3:2]. The yield is 0.990. (4) The reactants are [CH3:1][CH:2]([C:4]1[CH:10]=[CH:9][CH:8]=[CH:7][C:5]=1[NH2:6])[CH3:3].P(=O)(O)(O)O.[N+]([O-])(O)=O.[N:20]([O-])=O.[Na+].C([O-])(=O)C.[K+].[C:29]([CH2:32][C:33](=[O:35])[CH3:34])(=[O:31])[CH3:30]. The catalyst is O.C(O)C. The product is [CH3:1][CH:2]([C:4]1[CH:10]=[CH:9][CH:8]=[CH:7][C:5]=1[NH:6][N:20]=[C:32]([C:33](=[O:35])[CH3:34])[C:29](=[O:31])[CH3:30])[CH3:3]. The yield is 0.270. (5) The product is [Cl:14][C:15]1[C:22]([C:23]([F:24])([F:25])[F:26])=[CH:21][CH:20]=[CH:19][C:16]=1[CH2:17][N:2]1[C@@H:3]([CH2:12][CH3:13])[CH2:4][NH:5][C:6](=[O:11])[C:7]1=[O:9]. The catalyst is C(Cl)Cl.Cl. The reactants are Cl.[NH2:2][C@@H:3]([CH2:12][CH3:13])[CH2:4][NH:5][C:6](=[O:11])[C:7]([O:9]C)=O.[Cl:14][C:15]1[C:22]([C:23]([F:26])([F:25])[F:24])=[CH:21][CH:20]=[CH:19][C:16]=1[CH:17]=O.C(O[BH-](OC(=O)C)OC(=O)C)(=O)C.[Na+].C(N(CC)CC)C. The yield is 0.380. (6) The reactants are P(Cl)(Cl)([Cl:3])=O.[CH3:6][C:7]1[C:11]2=[N:12][CH:13]=[CH:14][C:15](O)=[C:10]2[S:9][CH:8]=1. The catalyst is ClCCCl. The product is [Cl:3][C:15]1[CH:14]=[CH:13][N:12]=[C:11]2[C:7]([CH3:6])=[CH:8][S:9][C:10]=12. The yield is 0.550. (7) The reactants are [F:1][C:2]([F:14])([F:13])[C:3]([NH:5][C@H:6]([CH2:9][CH:10]([CH3:12])[CH3:11])[CH2:7][OH:8])=[O:4].[H-].[Na+].Br[CH2:18][CH:19]=[CH2:20]. The catalyst is C1COCC1. The product is [CH2:20]([O:8][CH2:7][C@H:6]([NH:5][C:3](=[O:4])[C:2]([F:13])([F:14])[F:1])[CH2:9][CH:10]([CH3:12])[CH3:11])[CH:19]=[CH2:18]. The yield is 0.880.